From a dataset of Catalyst prediction with 721,799 reactions and 888 catalyst types from USPTO. Predict which catalyst facilitates the given reaction. Reactant: [NH2:1][CH:2]([CH2:12][C:13]1[CH:18]=[CH:17][C:16]([C:19]([F:22])([F:21])[F:20])=[CH:15][CH:14]=1)[CH:3]([C:5]1[CH:10]=[CH:9][CH:8]=[CH:7][C:6]=1[F:11])[OH:4].[F:23][C:24]1[C:33]2[C:28](=[CH:29][CH:30]=[CH:31][CH:32]=2)[C:27]([C:34](O)=[O:35])=[CH:26][CH:25]=1.Cl.C(N=C=NCCCN(C)C)C.ON1C2C=CC=CC=2N=N1. Product: [F:23][C:24]1[C:33]2[C:28](=[CH:29][CH:30]=[CH:31][CH:32]=2)[C:27]([C:34]([NH:1][CH:2]([CH2:12][C:13]2[CH:18]=[CH:17][C:16]([C:19]([F:22])([F:20])[F:21])=[CH:15][CH:14]=2)[CH:3]([C:5]2[CH:10]=[CH:9][CH:8]=[CH:7][C:6]=2[F:11])[OH:4])=[O:35])=[CH:26][CH:25]=1. The catalyst class is: 47.